From a dataset of Forward reaction prediction with 1.9M reactions from USPTO patents (1976-2016). Predict the product of the given reaction. (1) Given the reactants C([O:8][C:9]1[C:14](=[O:15])[C:13]([CH:16]([OH:21])[C:17]([F:20])([F:19])[F:18])=[CH:12][N:11]([CH3:22])[C:10]=1[CH3:23])C1C=CC=CC=1, predict the reaction product. The product is: [OH:8][C:9]1[C:14](=[O:15])[C:13]([CH:16]([OH:21])[C:17]([F:20])([F:18])[F:19])=[CH:12][N:11]([CH3:22])[C:10]=1[CH3:23]. (2) Given the reactants [CH3:1][C:2]1([CH3:9])[CH2:5][CH:4]([C:6]([NH2:8])=[O:7])[CH2:3]1.C(Cl)(=O)[C:11](Cl)=[O:12].[CH3:16][C:17]1[N:22]=[C:21]([NH2:23])[CH:20]=[CH:19][C:18]=1[O:24][C:25]1[CH:30]=[CH:29][N:28]=[C:27]([C:31]2[O:35][N:34]=[C:33]([CH3:36])[CH:32]=2)[CH:26]=1.N1C=CC=CC=1, predict the reaction product. The product is: [CH3:1][C:2]1([CH3:9])[CH2:5][CH:4]([C:6]([NH:8][C:11](=[O:12])[NH:23][C:21]2[CH:20]=[CH:19][C:18]([O:24][C:25]3[CH:30]=[CH:29][N:28]=[C:27]([C:31]4[O:35][N:34]=[C:33]([CH3:36])[CH:32]=4)[CH:26]=3)=[C:17]([CH3:16])[N:22]=2)=[O:7])[CH2:3]1.